This data is from Forward reaction prediction with 1.9M reactions from USPTO patents (1976-2016). The task is: Predict the product of the given reaction. (1) Given the reactants [CH3:1][O:2][C:3](=[O:22])[CH2:4][NH:5][C:6]1[CH:7]=[N:8][CH:9]=[CH:10][C:11]=1[C:12]1[CH:17]=[C:16]([F:18])[C:15]([F:19])=[CH:14][C:13]=1[O:20][CH3:21].[F:23][C:24]([F:39])([F:38])[C:25]1[CH:26]=[C:27]([CH:31]=[C:32]([C:34]([F:37])([F:36])[F:35])[N:33]=1)[C:28](O)=[O:29], predict the reaction product. The product is: [CH3:1][O:2][C:3](=[O:22])[CH2:4][N:5]([C:28]([C:27]1[CH:31]=[C:32]([C:34]([F:35])([F:36])[F:37])[N:33]=[C:25]([C:24]([F:39])([F:23])[F:38])[CH:26]=1)=[O:29])[C:6]1[CH:7]=[N:8][CH:9]=[CH:10][C:11]=1[C:12]1[CH:17]=[C:16]([F:18])[C:15]([F:19])=[CH:14][C:13]=1[O:20][CH3:21]. (2) Given the reactants Br[C:2]1[C:11]([NH:12][C:13](=[O:19])[O:14][C:15]([CH3:18])([CH3:17])[CH3:16])=[CH:10][CH:9]=[C:8]2[C:3]=1[CH:4]=[CH:5][C:6]([CH3:20])=[N:7]2.[C:21]1(B(O)O)[CH:26]=[CH:25][CH:24]=[CH:23][CH:22]=1, predict the reaction product. The product is: [CH3:20][C:6]1[CH:5]=[CH:4][C:3]2[C:8](=[CH:9][CH:10]=[C:11]([NH:12][C:13](=[O:19])[O:14][C:15]([CH3:18])([CH3:17])[CH3:16])[C:2]=2[C:21]2[CH:26]=[CH:25][CH:24]=[CH:23][CH:22]=2)[N:7]=1. (3) The product is: [NH2:1][C:2]1[C:3]([C:13]([NH:16][C:17]2[NH:21][N:20]=[C:19]3[CH2:22][N:23]([C:25]([O:27][C:28]([CH3:31])([CH3:30])[CH3:29])=[O:26])[CH2:24][C:18]=23)=[O:15])=[N:4][C:5]([Br:12])=[C:6]([C:8]([F:9])([F:10])[F:11])[N:7]=1. Given the reactants [NH2:1][C:2]1[C:3]([C:13]([OH:15])=O)=[N:4][C:5]([Br:12])=[C:6]([C:8]([F:11])([F:10])[F:9])[N:7]=1.[NH2:16][C:17]1[NH:21][N:20]=[C:19]2[CH2:22][N:23]([C:25]([O:27][C:28]([CH3:31])([CH3:30])[CH3:29])=[O:26])[CH2:24][C:18]=12.CN(C(ON1N=NC2C=CC=NC1=2)=[N+](C)C)C.F[P-](F)(F)(F)(F)F.CN1CCOCC1, predict the reaction product.